From a dataset of Catalyst prediction with 721,799 reactions and 888 catalyst types from USPTO. Predict which catalyst facilitates the given reaction. (1) Reactant: [Cl:1][C:2]1[CH:7]=[CH:6][C:5]([CH:8]2[C:12]3[N:13]([CH:29]([CH3:31])[CH3:30])[C:14]([C:16]4[CH2:21][CH2:20][N:19](C(OC(C)(C)C)=O)[CH2:18][CH:17]=4)=[N:15][C:11]=3[C:10](=[O:32])[N:9]2[C:33]2[CH:34]=[C:35]([CH3:43])[C:36]3[N:37]([C:39]([CH3:42])=[N:40][N:41]=3)[CH:38]=2)=[CH:4][CH:3]=1.C(O)(C(F)(F)F)=O.C([O-])(O)=O.[Na+]. Product: [Cl:1][C:2]1[CH:7]=[CH:6][C:5]([CH:8]2[C:12]3[N:13]([CH:29]([CH3:31])[CH3:30])[C:14]([C:16]4[CH2:21][CH2:20][NH:19][CH2:18][CH:17]=4)=[N:15][C:11]=3[C:10](=[O:32])[N:9]2[C:33]2[CH:34]=[C:35]([CH3:43])[C:36]3[N:37]([C:39]([CH3:42])=[N:40][N:41]=3)[CH:38]=2)=[CH:4][CH:3]=1. The catalyst class is: 2. (2) Reactant: [N:1]1[CH:6]=[CH:5][CH:4]=[CH:3][C:2]=1[C:7]1[N:11]=[C:10]([C:12]2[CH:17]=[C:16]([OH:18])[CH:15]=[C:14]([C:19]#[N:20])[CH:13]=2)[O:9][N:8]=1.[C:21](=O)([O-])[O-].[K+].[K+].Cl.[CH3:28][N:29]([CH3:34])[CH:30](C)[CH2:31]Cl. Product: [N:1]1[CH:6]=[CH:5][CH:4]=[CH:3][C:2]=1[C:7]1[N:11]=[C:10]([C:12]2[CH:17]=[C:16]([O:18][CH2:21][CH2:31][CH2:30][N:29]([CH3:34])[CH3:28])[CH:15]=[C:14]([C:19]#[N:20])[CH:13]=2)[O:9][N:8]=1. The catalyst class is: 9. (3) Reactant: [C:1]([C:5]1[CH:6]=[CH:7][C:8]2[O:12][C:11]([C:13]3[CH:14]=[C:15]([CH:19]=[C:20]([N+:22]([O-:24])=[O:23])[CH:21]=3)[C:16](Cl)=[O:17])=[N:10][C:9]=2[CH:25]=1)([CH3:4])([CH3:3])[CH3:2].[Cl:26][C:27]1[C:28]([CH3:34])=[C:29]([NH2:33])[CH:30]=[CH:31][CH:32]=1.C(N(CC)CC)C.O. Product: [C:1]([C:5]1[CH:6]=[CH:7][C:8]2[O:12][C:11]([C:13]3[CH:14]=[C:15]([CH:19]=[C:20]([N+:22]([O-:24])=[O:23])[CH:21]=3)[C:16]([NH:33][C:29]3[CH:30]=[CH:31][CH:32]=[C:27]([Cl:26])[C:28]=3[CH3:34])=[O:17])=[N:10][C:9]=2[CH:25]=1)([CH3:4])([CH3:2])[CH3:3]. The catalyst class is: 594. (4) Reactant: [F:1][C:2]1[CH:7]=[CH:6][C:5]([C:8]2[C:12]([CH2:13][O:14][C:15]3[CH:16]=[CH:17][C:18]([C:21](O)=[O:22])=[N:19][CH:20]=3)=[C:11]([CH2:24][OH:25])[O:10][N:9]=2)=[CH:4][CH:3]=1.O.ON1[C:32]2C=C[CH:35]=[CH:36][C:31]=2[N:30]=N1.C(N(C(C)C)C(C)C)C.Cl.CN(C)CCCN=C=NCC.C[C@H]([OH:62])CN. Product: [OH:62][CH2:32][C@@H:31]([NH:30][C:21]([C:18]1[CH:17]=[CH:16][C:15]([O:14][CH2:13][C:12]2[C:8]([C:5]3[CH:6]=[CH:7][C:2]([F:1])=[CH:3][CH:4]=3)=[N:9][O:10][C:11]=2[CH2:24][OH:25])=[CH:20][N:19]=1)=[O:22])[CH2:36][CH3:35]. The catalyst class is: 1. (5) Reactant: O1C2(CCCCC2)O[CH2:3][CH:2]1[C:11]1[CH:16]=[CH:15][C:14]([OH:17])=[CH:13][C:12]=1[OH:18].[OH2:19].[NH+]1C=[CH:24][CH:23]=[CH:22][CH:21]=1. Product: [OH:18][C:12]1[CH:13]=[C:14]([OH:17])[CH:15]=[CH:16][C:11]=1[CH:2]1[CH2:3][CH2:24][C:23](=[O:19])[CH2:22][CH2:21]1. The catalyst class is: 21. (6) Reactant: [NH2:1][C:2]1[S:3][CH:4]=[CH:5][N:6]=1.C[Si]([N-][Si](C)(C)C)(C)C.[Li+].[CH3:17][N:18]1[C:22]([C:23]2[CH:28]=[C:27]([C:29]([F:32])([F:31])[F:30])[CH:26]=[CH:25][C:24]=2[C:33]2[CH:42]=[CH:41][CH:40]=[C:39]3[C:34]=2[CH:35]=[CH:36][C:37]([S:43](Cl)(=[O:45])=[O:44])=[CH:38]3)=[CH:21][CH:20]=[N:19]1.[NH4+].[Cl-]. Product: [CH3:17][N:18]1[C:22]([C:23]2[CH:28]=[C:27]([C:29]([F:30])([F:31])[F:32])[CH:26]=[CH:25][C:24]=2[C:33]2[CH:42]=[CH:41][CH:40]=[C:39]3[C:34]=2[CH:35]=[CH:36][C:37]([S:43]([NH:1][C:2]2[S:3][CH:4]=[CH:5][N:6]=2)(=[O:45])=[O:44])=[CH:38]3)=[CH:21][CH:20]=[N:19]1. The catalyst class is: 1. (7) Reactant: CN(C(/N=N/C(N(C)C)=O)=O)C.C(OC([N:20]1[CH2:25][CH2:24][N:23]([C:26]2[C:27]([O:32]CCO)=[N:28][CH:29]=[CH:30][N:31]=2)[CH2:22][CH2:21]1)=O)(C)(C)C.[C:36]1(P(C2C=CC=CC=2)C2C=CC=CC=2)C=CC=C[CH:37]=1.[C:55]1([C:61]2[CH:62]=[C:63]([OH:67])[CH:64]=[CH:65][CH:66]=2)[CH:60]=[CH:59][CH:58]=[CH:57][CH:56]=1. Product: [C:61]1([C:55]2[CH:56]=[CH:57][CH:58]=[CH:59][CH:60]=2)[CH:66]=[CH:65][CH:64]=[C:63]([O:67][CH2:36][CH2:37][N:28]2[CH:29]=[CH:30][N:31]=[C:26]([N:23]3[CH2:22][CH2:21][NH:20][CH2:25][CH2:24]3)[C:27]2=[O:32])[CH:62]=1. The catalyst class is: 118. (8) Reactant: [H-].[H-].[H-].[H-].[Li+].[Al+3].[CH:7]1[C:19]2[N:18]([C:20]3[C:28](C)=[C:27]([C:30]([O-])=[O:31])[C:26]([O:33][CH2:34][CH:35]([CH2:40][CH3:41])[CH2:36][CH2:37][CH2:38][CH3:39])=[C:25](C)[C:21]=3[C:22]([O-])=[O:23])[C:17]3[C:12](=[CH:13][CH:14]=[CH:15][CH:16]=3)[C:11]=2[CH:10]=[CH:9][CH:8]=1.O.[OH-].[Na+]. Product: [CH:16]1[C:17]2[N:18]([C:20]3[CH:28]=[C:27]([CH2:30][OH:31])[C:26]([O:33][CH2:34][CH:35]([CH2:40][CH3:41])[CH2:36][CH2:37][CH2:38][CH3:39])=[CH:25][C:21]=3[CH2:22][OH:23])[C:19]3[C:11](=[CH:10][CH:9]=[CH:8][CH:7]=3)[C:12]=2[CH:13]=[CH:14][CH:15]=1. The catalyst class is: 1. (9) Reactant: [CH2:1]([N:3]([C@H:18]([CH2:20][C:21]([NH:23][NH:24][C:25](=O)[C:26]1[CH:31]=[CH:30][C:29]([F:32])=[CH:28][CH:27]=1)=[O:22])[CH3:19])[C:4](=[O:17])[C:5]1[CH:10]=[C:9]([CH3:11])[CH:8]=[CH:7][C:6]=1[N:12]1[N:16]=[CH:15][CH:14]=[N:13]1)[CH3:2]. Product: [CH2:1]([N:3]([C@@H:18]([CH3:19])[CH2:20][C:21]1[O:22][C:25]([C:26]2[CH:27]=[CH:28][C:29]([F:32])=[CH:30][CH:31]=2)=[N:24][N:23]=1)[C:4](=[O:17])[C:5]1[CH:10]=[C:9]([CH3:11])[CH:8]=[CH:7][C:6]=1[N:12]1[N:16]=[CH:15][CH:14]=[N:13]1)[CH3:2]. The catalyst class is: 1.